From a dataset of Forward reaction prediction with 1.9M reactions from USPTO patents (1976-2016). Predict the product of the given reaction. (1) Given the reactants C(N(C(C)C)CC)(C)C.Cl.[CH3:11][O:12][C:13](=[O:25])[C@H:14]([CH2:16][NH:17][C:18]([C:20]1[S:21][CH:22]=[CH:23][CH:24]=1)=[O:19])[NH2:15].[Cl:26][C:27]1[CH:35]=[C:34]([C:36]([NH:38][CH2:39][C:40]2[CH:48]=[CH:47][CH:46]=[C:45]3[C:41]=2[CH:42]=[N:43][N:44]3[CH:49]2[CH2:54][CH2:53][CH2:52][CH2:51][O:50]2)=[O:37])[CH:33]=[CH:32][C:28]=1[C:29](O)=[O:30].CN(C(ON1N=NC2C=CC=CC1=2)=[N+](C)C)C.F[P-](F)(F)(F)(F)F.C1C=CC2N(O)N=NC=2C=1, predict the reaction product. The product is: [Cl:26][C:27]1[CH:35]=[C:34]([C:36]([NH:38][CH2:39][C:40]2[CH:48]=[CH:47][CH:46]=[C:45]3[C:41]=2[CH:42]=[N:43][N:44]3[CH:49]2[CH2:54][CH2:53][CH2:52][CH2:51][O:50]2)=[O:37])[CH:33]=[CH:32][C:28]=1[C:29]([NH:15][C@H:14]([C:13]([O:12][CH3:11])=[O:25])[CH2:16][NH:17][C:18]([C:20]1[S:21][CH:22]=[CH:23][CH:24]=1)=[O:19])=[O:30]. (2) Given the reactants [CH:1]1([O:4][C:5]2[N:10]=[C:9](S(C)(=O)=O)[C:8]([C:15]3[CH:20]=[CH:19][C:18]([Cl:21])=[CH:17][CH:16]=3)=[C:7]([C:22]3[CH:27]=[CH:26][C:25]([Cl:28])=[CH:24][C:23]=3[Cl:29])[N:6]=2)[CH2:3][CH2:2]1.[H-].[Na+].[OH:32][C:33]1[CH:38]=[CH:37][N:36]=[CH:35][CH:34]=1, predict the reaction product. The product is: [CH:1]1([O:4][C:5]2[N:10]=[C:9]([O:32][C:33]3[CH:38]=[CH:37][N:36]=[CH:35][CH:34]=3)[C:8]([C:15]3[CH:20]=[CH:19][C:18]([Cl:21])=[CH:17][CH:16]=3)=[C:7]([C:22]3[CH:27]=[CH:26][C:25]([Cl:28])=[CH:24][C:23]=3[Cl:29])[N:6]=2)[CH2:3][CH2:2]1. (3) Given the reactants [OH:1][C:2]1[CH:7]=[CH:6][C:5]([CH2:8][C:9]([OH:11])=O)=[CH:4][C:3]=1[O:12][CH3:13].Cl.C(N=C=N[CH2:20][CH2:21][CH2:22][N:23](C)C)C.C(O[CH2:30][CH3:31])(=O)C, predict the reaction product. The product is: [CH2:4]([C:5]1([CH2:8][CH2:30][CH3:31])[CH2:20][CH2:21][CH:22]([NH:23][C:9](=[O:11])[CH2:8][C:5]2[CH:6]=[CH:7][C:2]([OH:1])=[C:3]([O:12][CH3:13])[CH:4]=2)[CH2:7][CH2:6]1)[CH2:3][CH3:2]. (4) Given the reactants [OH-].[Na+].[F:3][C:4]1[CH:41]=[CH:40][C:7]([CH2:8][O:9][C:10]2[CH:15]=[C:14]([CH2:16][CH2:17][C:18]([O:20]C)=[O:19])[CH:13]=[CH:12][C:11]=2[C:22]2[CH:27]=[CH:26][CH:25]=[C:24]([N:28]([CH3:39])[C:29]([NH:31][CH2:32][CH2:33][CH2:34][CH2:35][CH2:36][CH2:37][CH3:38])=[O:30])[CH:23]=2)=[CH:6][CH:5]=1, predict the reaction product. The product is: [F:3][C:4]1[CH:5]=[CH:6][C:7]([CH2:8][O:9][C:10]2[CH:15]=[C:14]([CH2:16][CH2:17][C:18]([OH:20])=[O:19])[CH:13]=[CH:12][C:11]=2[C:22]2[CH:27]=[CH:26][CH:25]=[C:24]([N:28]([CH3:39])[C:29]([NH:31][CH2:32][CH2:33][CH2:34][CH2:35][CH2:36][CH2:37][CH3:38])=[O:30])[CH:23]=2)=[CH:40][CH:41]=1. (5) Given the reactants O[NH:2][C:3](=[O:12])[C:4]1[CH:9]=[CH:8][C:7]([CH3:10])=[CH:6][C:5]=1[OH:11].S(Cl)(Cl)=O.C(N(CCCC)CCCC)CCC.[OH-].[Na+], predict the reaction product. The product is: [CH3:10][C:7]1[CH:8]=[CH:9][C:4]2[C:3]([OH:12])=[N:2][O:11][C:5]=2[CH:6]=1. (6) Given the reactants [C:1]1([S:7]([N:10]2[C:14]3[C:15]([Cl:23])=[N:16][C:17]([N+:20]([O-:22])=[O:21])=[C:18]([OH:19])[C:13]=3[CH:12]=[CH:11]2)(=[O:9])=[O:8])[CH:6]=[CH:5][CH:4]=[CH:3][CH:2]=1.C1C=CC(P(C2C=CC=CC=2)C2C=CC=CC=2)=CC=1.[Cl:43][C:44]1[C:49]([F:50])=[CH:48][CH:47]=[C:46]([Cl:51])[C:45]=1[C@@H:52](O)[CH3:53].CC(OC(/N=N/C(OC(C)C)=O)=O)C, predict the reaction product. The product is: [C:1]1([S:7]([N:10]2[C:14]3=[C:15]([Cl:23])[N:16]=[C:17]([N+:20]([O-:22])=[O:21])[C:18]([O:19][C@@H:52]([C:45]4[C:46]([Cl:51])=[CH:47][CH:48]=[C:49]([F:50])[C:44]=4[Cl:43])[CH3:53])=[C:13]3[CH:12]=[CH:11]2)(=[O:8])=[O:9])[CH:2]=[CH:3][CH:4]=[CH:5][CH:6]=1. (7) Given the reactants C[O:2][C:3](=[O:16])[C:4]1[CH:9]=[C:8]([C:10]2[CH:14]=[N:13][NH:12][N:11]=2)[CH:7]=[CH:6][C:5]=1[Cl:15].[OH-].[K+].Cl, predict the reaction product. The product is: [Cl:15][C:5]1[CH:6]=[CH:7][C:8]([C:10]2[CH:14]=[N:13][NH:12][N:11]=2)=[CH:9][C:4]=1[C:3]([OH:16])=[O:2]. (8) Given the reactants [Si:1]([O:8][CH2:9][CH2:10][O:11][NH:12][C:13](=[O:33])[C:14]1[CH:19]=[C:18]([CH:20]=O)[C:17]([F:22])=[C:16]([F:23])[C:15]=1[NH:24][C:25]1[CH:30]=[CH:29][C:28]([I:31])=[CH:27][C:26]=1[F:32])([C:4]([CH3:7])([CH3:6])[CH3:5])([CH3:3])[CH3:2].Cl.[NH2:35][OH:36].C(=O)(O)[O-].[Na+].O, predict the reaction product. The product is: [Si:1]([O:8][CH2:9][CH2:10][O:11][NH:12][C:13](=[O:33])[C:14]1[CH:19]=[C:18]([CH:20]=[N:35][OH:36])[C:17]([F:22])=[C:16]([F:23])[C:15]=1[NH:24][C:25]1[CH:30]=[CH:29][C:28]([I:31])=[CH:27][C:26]=1[F:32])([C:4]([CH3:6])([CH3:5])[CH3:7])([CH3:2])[CH3:3].